Dataset: Full USPTO retrosynthesis dataset with 1.9M reactions from patents (1976-2016). Task: Predict the reactants needed to synthesize the given product. (1) The reactants are: [CH3:1][N:2]([CH3:27])[S:3]([NH:6][C:7]1[CH:8]=[CH:9][C:10]2[CH:24]=[CH:23][C:14]3=[N:15][CH:16]=[C:17]([C:19]([O:21]C)=[O:20])[CH:18]=[C:13]3[C:12](=[O:25])[C:11]=2[CH:26]=1)(=[O:5])=[O:4]. Given the product [CH3:1][N:2]([CH3:27])[S:3]([NH:6][C:7]1[CH:8]=[CH:9][C:10]2[CH:24]=[CH:23][C:14]3=[N:15][CH:16]=[C:17]([C:19]([OH:21])=[O:20])[CH:18]=[C:13]3[C:12](=[O:25])[C:11]=2[CH:26]=1)(=[O:4])=[O:5], predict the reactants needed to synthesize it. (2) Given the product [F:22][C:23]1[CH:30]=[C:29]([F:31])[CH:28]=[CH:27][C:24]=1/[CH:25]=[CH:26]/[C:2]1[CH:7]=[CH:6][C:5]([S:8]([C:11]2[CH:16]=[CH:15][CH:14]=[CH:13][C:12]=2[C:17]2[O:18][CH:19]=[N:20][N:21]=2)(=[O:10])=[O:9])=[CH:4][CH:3]=1, predict the reactants needed to synthesize it. The reactants are: Br[C:2]1[CH:7]=[CH:6][C:5]([S:8]([C:11]2[CH:16]=[CH:15][CH:14]=[CH:13][C:12]=2[C:17]2[O:18][CH:19]=[N:20][N:21]=2)(=[O:10])=[O:9])=[CH:4][CH:3]=1.[F:22][C:23]1[CH:30]=[C:29]([F:31])[CH:28]=[CH:27][C:24]=1[CH:25]=[CH2:26]. (3) Given the product [CH3:1][N:2]1[C:6]2=[N:7][C:8]([O:11][CH2:12][C:13]([OH:15])=[O:14])=[CH:9][CH:10]=[C:5]2[C:4]([C:18]2[CH:23]=[CH:22][CH:21]=[CH:20][CH:19]=2)=[N:3]1, predict the reactants needed to synthesize it. The reactants are: [CH3:1][N:2]1[C:6]2=[N:7][C:8]([O:11][CH2:12][C:13]([O:15]CC)=[O:14])=[CH:9][CH:10]=[C:5]2[C:4]([C:18]2[CH:23]=[CH:22][CH:21]=[CH:20][CH:19]=2)=[N:3]1.[Li+].[OH-].Cl. (4) Given the product [Cl:15][C:14]1[CH:13]=[C:12]([C:16]2[CH:21]=[CH:20][CH:19]=[CH:18][N:17]=2)[N:11]=[C:10]([NH:27][CH:24]([CH2:25][CH3:26])[CH3:23])[C:9]=1[C:3]1[C:4]([F:8])=[CH:5][CH:6]=[CH:7][C:2]=1[Cl:1].[Cl:22][C:10]1[C:9]([C:3]2[C:4]([F:8])=[CH:5][CH:6]=[CH:7][C:2]=2[Cl:1])=[C:14]([NH:27][CH:24]([CH2:25][CH3:26])[CH3:23])[CH:13]=[C:12]([C:16]2[CH:21]=[CH:20][CH:19]=[CH:18][N:17]=2)[N:11]=1, predict the reactants needed to synthesize it. The reactants are: [Cl:1][C:2]1[CH:7]=[CH:6][CH:5]=[C:4]([F:8])[C:3]=1[C:9]1[C:10]([Cl:22])=[N:11][C:12]([C:16]2[CH:21]=[CH:20][CH:19]=[CH:18][N:17]=2)=[CH:13][C:14]=1[Cl:15].[CH3:23][CH:24]([NH2:27])[CH2:25][CH3:26]. (5) Given the product [O:31]1[CH:30]=[CH:29][CH:28]=[C:27]1[CH2:26][NH:32][C:17](=[O:19])[CH2:16][S:15][C:4]1[N:3]([C:20]2[CH:21]=[CH:22][CH:23]=[CH:24][CH:25]=2)[C:2](=[O:1])[C:7]2[NH:8][C:9]3[CH:10]=[CH:11][CH:12]=[CH:13][C:14]=3[C:6]=2[N:5]=1, predict the reactants needed to synthesize it. The reactants are: [O:1]=[C:2]1[C:7]2[NH:8][C:9]3[CH:10]=[CH:11][CH:12]=[CH:13][C:14]=3[C:6]=2[N:5]=[C:4]([S:15][CH2:16][C:17]([OH:19])=O)[N:3]1[C:20]1[CH:25]=[CH:24][CH:23]=[CH:22][CH:21]=1.[CH2:26]([NH2:32])[C:27]1[O:31][CH:30]=[CH:29][CH:28]=1.C(N(CC)CC)C.CN(C(ON1N=NC2C=CC=NC1=2)=[N+](C)C)C.F[P-](F)(F)(F)(F)F. (6) Given the product [N:1]1[CH:6]=[C:5]([C:7]([C:8]2[N:9]=[CH:10][N:11]3[CH:15]=[C:14]([Sn:21]([CH2:22][CH2:23][CH2:24][CH3:25])([CH2:26][CH2:27][CH2:28][CH3:29])[CH2:17][CH2:18][CH2:19][CH3:20])[S:13][C:12]=23)=[O:16])[CH:4]=[N:3][CH:2]=1, predict the reactants needed to synthesize it. The reactants are: [N:1]1[CH:6]=[C:5]([CH:7]([OH:16])[C:8]2[N:9]=[CH:10][N:11]3[CH:15]=[CH:14][S:13][C:12]=23)[CH:4]=[N:3][CH:2]=1.[CH2:17]([Sn:21](Cl)([CH2:26][CH2:27][CH2:28][CH3:29])[CH2:22][CH2:23][CH2:24][CH3:25])[CH2:18][CH2:19][CH3:20].C[Si]([N-][Si](C)(C)C)(C)C.[Li+].C1COCC1. (7) Given the product [C:2]1([C:15]2[CH:20]=[CH:19][CH:18]=[CH:17][CH:16]=2)[CH:7]=[CH:6][C:5]([N:8]2[C:12](=[O:13])[CH2:11][C:10](=[O:14])[NH:9]2)=[CH:4][CH:3]=1, predict the reactants needed to synthesize it. The reactants are: I[C:2]1[CH:7]=[CH:6][C:5]([N:8]2[C:12](=[O:13])[CH2:11][C:10](=[O:14])[NH:9]2)=[CH:4][CH:3]=1.[C:15]1(B(O)O)[CH:20]=[CH:19][CH:18]=[CH:17][CH:16]=1.CO.C([O-])([O-])=O.[Na+].[Na+].